Dataset: Catalyst prediction with 721,799 reactions and 888 catalyst types from USPTO. Task: Predict which catalyst facilitates the given reaction. (1) Reactant: [CH2:1]([O:8][C:9]1[CH:14]=[CH:13][C:12](B(O)O)=[CH:11][CH:10]=1)[C:2]1[CH:7]=[CH:6][CH:5]=[CH:4][CH:3]=1.Br[C:19]1[CH:20]=[C:21]2[C:25](=[CH:26][CH:27]=1)[C:24](=[O:28])[CH2:23][CH2:22]2.C1(P(C2CCCCC2)C2CCCCC2)CCCCC1.[F-].[K+]. Product: [CH2:1]([O:8][C:9]1[CH:14]=[CH:13][C:12]([C:19]2[CH:20]=[C:21]3[C:25](=[CH:26][CH:27]=2)[C:24](=[O:28])[CH2:23][CH2:22]3)=[CH:11][CH:10]=1)[C:2]1[CH:7]=[CH:6][CH:5]=[CH:4][CH:3]=1. The catalyst class is: 160. (2) Reactant: C(OC([N:8]1[C@H:13]([C:14](=[O:24])[NH:15][CH:16]2[CH2:21][CH2:20][CH2:19][C:18]([CH3:23])([CH3:22])[CH2:17]2)[CH2:12][C@:11]2([CH2:25][OH:26])[C@H:9]1[CH2:10]2)=O)(C)(C)C.[ClH:27]. Product: [ClH:27].[CH3:22][C:18]1([CH3:23])[CH2:19][CH2:20][CH2:21][CH:16]([NH:15][C:14]([C@@H:13]2[CH2:12][C@:11]3([CH2:25][OH:26])[C@@H:9]([CH2:10]3)[NH:8]2)=[O:24])[CH2:17]1. The catalyst class is: 12. (3) Reactant: [O:1]=[CH:2]/[C:3](/[CH3:10])=[CH:4]/[C:5]([O:7][CH2:8][CH3:9])=[O:6]. Product: [O:1]=[CH:2][CH:3]([CH3:10])[CH2:4][C:5]([O:7][CH2:8][CH3:9])=[O:6]. The catalyst class is: 5. (4) Reactant: [NH2:1][C:2]1[CH:3]=[C:4]([NH:16][C:17](=[O:19])[CH3:18])[CH:5]=[CH:6][C:7]=1[NH:8][CH2:9][CH:10]1[CH2:15][CH2:14][CH2:13][CH2:12][CH2:11]1.[CH3:20][C:21]([CH3:26])([CH3:25])[C:22](Cl)=O. Product: [C:21]([C:26]1[N:8]([CH2:9][CH:10]2[CH2:15][CH2:14][CH2:13][CH2:12][CH2:11]2)[C:7]2[CH:6]=[CH:5][C:4]([NH:16][C:17](=[O:19])[CH3:18])=[CH:3][C:2]=2[N:1]=1)([CH3:25])([CH3:22])[CH3:20]. The catalyst class is: 79. (5) Reactant: [C:1]1([Mg]Br)[CH:6]=[CH:5][CH:4]=[CH:3][CH:2]=1.[F:9][C:10]1[CH:24]=[CH:23][CH:22]=[CH:21][C:11]=1[C:12]([C:14]1[CH:19]=[CH:18][C:17]([F:20])=[CH:16][CH:15]=1)=[O:13]. Product: [F:9][C:10]1[CH:24]=[CH:23][CH:22]=[CH:21][C:11]=1[C:12]([C:14]1[CH:19]=[CH:18][C:17]([F:20])=[CH:16][CH:15]=1)([C:1]1[CH:6]=[CH:5][CH:4]=[CH:3][CH:2]=1)[OH:13]. The catalyst class is: 282. (6) Reactant: [Si:1]([O:18][CH2:19][C:20]1[N:24]([CH2:25][O:26][CH2:27][CH2:28][Si:29]([CH3:32])([CH3:31])[CH3:30])[C:23]([C:33](=O)[CH3:34])=[N:22][CH:21]=1)([C:14]([CH3:17])([CH3:16])[CH3:15])([C:8]1[CH:13]=[CH:12][CH:11]=[CH:10][CH:9]=1)[C:2]1[CH:7]=[CH:6][CH:5]=[CH:4][CH:3]=1.[Cl-].[OH:37][NH3+:38].C([O-])(=O)C.[Na+]. Product: [Si:1]([O:18][CH2:19][C:20]1[N:24]([CH2:25][O:26][CH2:27][CH2:28][Si:29]([CH3:31])([CH3:32])[CH3:30])[C:23]([C:33](=[N:38][OH:37])[CH3:34])=[N:22][CH:21]=1)([C:14]([CH3:16])([CH3:17])[CH3:15])([C:8]1[CH:13]=[CH:12][CH:11]=[CH:10][CH:9]=1)[C:2]1[CH:7]=[CH:6][CH:5]=[CH:4][CH:3]=1. The catalyst class is: 5.